Dataset: NCI-60 drug combinations with 297,098 pairs across 59 cell lines. Task: Regression. Given two drug SMILES strings and cell line genomic features, predict the synergy score measuring deviation from expected non-interaction effect. Drug 1: CC(C1=C(C=CC(=C1Cl)F)Cl)OC2=C(N=CC(=C2)C3=CN(N=C3)C4CCNCC4)N. Drug 2: CC1=C(C(CCC1)(C)C)C=CC(=CC=CC(=CC(=O)O)C)C. Cell line: PC-3. Synergy scores: CSS=10.5, Synergy_ZIP=-0.547, Synergy_Bliss=1.06, Synergy_Loewe=0.677, Synergy_HSA=1.12.